Dataset: Reaction yield outcomes from USPTO patents with 853,638 reactions. Task: Predict the reaction yield, written as a fraction of the theoretical maximum amount of product (1.0 means a 100% yield; for example, 0.34 means a 34% yield). (1) The reactants are [F:1][C:2]1[CH:47]=[CH:46][C:5]([C:6]([NH:8][C@:9]([C:35]2[CH:40]=[CH:39][C:38]([F:41])=[C:37]([C:42]([F:45])([F:44])[F:43])[CH:36]=2)([C:21]2[CH:26]=[C:25]([O:27][C:28]([F:33])([F:32])[CH:29]([F:31])[F:30])[CH:24]=[C:23]([F:34])[CH:22]=2)[CH2:10][C:11]2[CH:20]=[CH:19][C:14]([C:15](OC)=[O:16])=[CH:13][CH:12]=2)=[O:7])=[CH:4][C:3]=1[C:48]([F:51])([F:50])[F:49].C([BH-](CC)CC)C.[Li+]. The catalyst is C1COCC1. The product is [F:1][C:2]1[CH:47]=[CH:46][C:5]([C:6]([NH:8][C@:9]([C:35]2[CH:40]=[CH:39][C:38]([F:41])=[C:37]([C:42]([F:43])([F:44])[F:45])[CH:36]=2)([C:21]2[CH:26]=[C:25]([O:27][C:28]([F:33])([F:32])[CH:29]([F:30])[F:31])[CH:24]=[C:23]([F:34])[CH:22]=2)[CH2:10][C:11]2[CH:20]=[CH:19][C:14]([CH2:15][OH:16])=[CH:13][CH:12]=2)=[O:7])=[CH:4][C:3]=1[C:48]([F:51])([F:50])[F:49]. The yield is 0.790. (2) The reactants are [O:1]1[C:5]2[CH:6]=[CH:7][CH:8]=[CH:9][C:4]=2[CH:3]=[C:2]1[C:10]1[N:19]=[C:18]([Cl:20])[C:17]2[C:12](=[CH:13][CH:14]=[CH:15][CH:16]=2)[N:11]=1.[N:21]1([CH2:27][CH2:28][CH2:29][NH2:30])[CH2:26][CH2:25][O:24][CH2:23][CH2:22]1. The catalyst is O1CCOCC1. The product is [ClH:20].[ClH:20].[O:1]1[C:5]2[CH:6]=[CH:7][CH:8]=[CH:9][C:4]=2[CH:3]=[C:2]1[C:10]1[N:19]=[C:18]([NH:30][CH2:29][CH2:28][CH2:27][N:21]2[CH2:26][CH2:25][O:24][CH2:23][CH2:22]2)[C:17]2[C:12](=[CH:13][CH:14]=[CH:15][CH:16]=2)[N:11]=1. The yield is 0.490. (3) The reactants are [CH3:1][Si](C=[N+]=[N-])(C)C.[F:8][C:9]1[CH:14]=[CH:13][C:12]([C:15]2[O:16][C:17]3[CH:27]=[CH:26][C:25]([C:28]4[CH:29]=[C:30]([CH:34]=[CH:35][CH:36]=4)[C:31]([OH:33])=[O:32])=[CH:24][C:18]=3[C:19]=2[C:20](=[O:23])[NH:21][CH3:22])=[CH:11][CH:10]=1. The catalyst is C(OCC)C. The product is [F:8][C:9]1[CH:14]=[CH:13][C:12]([C:15]2[O:16][C:17]3[CH:27]=[CH:26][C:25]([C:28]4[CH:29]=[C:30]([CH:34]=[CH:35][CH:36]=4)[C:31]([O:33][CH3:1])=[O:32])=[CH:24][C:18]=3[C:19]=2[C:20](=[O:23])[NH:21][CH3:22])=[CH:11][CH:10]=1. The yield is 0.970. (4) The reactants are [CH:1]1([Mg]Cl)[CH2:6][CH2:5][CH2:4][CH2:3][CH2:2]1.[C:9]([C:17]([O:19]CC)=[O:18])(=[O:16])[C:10]1[CH:15]=[CH:14][CH:13]=[CH:12][CH:11]=1. The catalyst is C1COCC1. The product is [CH:1]1([C:9]([OH:16])([C:10]2[CH:11]=[CH:12][CH:13]=[CH:14][CH:15]=2)[C:17]([OH:19])=[O:18])[CH2:6][CH2:5][CH2:4][CH2:3][CH2:2]1. The yield is 0.720. (5) The reactants are [CH2:1]([O:3][P:4]([C:9]1[CH:10]=[C:11]([C:14]2[S:15][C:16](I)=[CH:17][C:18]=2[P:19]([O:24][CH2:25][CH3:26])([O:21][CH2:22][CH3:23])=[O:20])[S:12][CH:13]=1)([O:6][CH2:7][CH3:8])=[O:5])[CH3:2].C([Sn](CCCC)(CCCC)[C:33]1[S:37][C:36]([C:38]2[S:39][CH:40]=[CH:41][C:42]=2[P:43]([O:48][CH2:49][CH3:50])([O:45][CH2:46][CH3:47])=[O:44])=[CH:35][C:34]=1[P:51]([O:56][CH2:57][CH3:58])([O:53][CH2:54][CH3:55])=[O:52])CCC.[Cu]C#N.[F-].[K+]. The catalyst is C1(C)C=CC=CC=1. The product is [CH2:22]([O:21][P:19]([C:18]1[CH:17]=[CH:16][S:15][C:14]=1[C:11]1[S:12][C:13]([C:40]2[S:39][C:38]([C:36]3[S:37][CH:33]=[C:34]([P:51]([O:56][CH2:57][CH3:58])([O:53][CH2:54][CH3:55])=[O:52])[CH:35]=3)=[C:42]([P:43]([O:45][CH2:46][CH3:47])([O:48][CH2:49][CH3:50])=[O:44])[CH:41]=2)=[C:9]([P:4]([O:6][CH2:7][CH3:8])([O:3][CH2:1][CH3:2])=[O:5])[CH:10]=1)([O:24][CH2:25][CH3:26])=[O:20])[CH3:23]. The yield is 0.820. (6) The reactants are [NH2:1][C:2]1[CH:31]=[CH:30][C:5]([CH2:6][C:7]2[NH:15][C:14]3[C:13](=[O:16])[N:12]([CH2:17][C:18]4[CH:23]=[CH:22][CH:21]=[CH:20][C:19]=4[F:24])[C:11](=[O:25])[N:10]([CH2:26][CH:27]4[CH2:29][CH2:28]4)[C:9]=3[N:8]=2)=[CH:4][CH:3]=1.[CH3:32][N:33]1[CH:37]=[C:36]([C:38](O)=[O:39])[CH:35]=[N:34]1.C(N(CC)C(C)C)(C)C. The catalyst is CN(C)C=O. The product is [CH:27]1([CH2:26][N:10]2[C:9]3[N:8]=[C:7]([CH2:6][C:5]4[CH:4]=[CH:3][C:2]([NH:1][C:38]([C:36]5[CH:35]=[N:34][N:33]([CH3:32])[CH:37]=5)=[O:39])=[CH:31][CH:30]=4)[NH:15][C:14]=3[C:13](=[O:16])[N:12]([CH2:17][C:18]3[CH:23]=[CH:22][CH:21]=[CH:20][C:19]=3[F:24])[C:11]2=[O:25])[CH2:28][CH2:29]1. The yield is 0.215. (7) The reactants are [C:1](=[S:3])=S.[NH2:4][C:5]1[CH:6]=[CH:7][C:8]([OH:14])=[C:9]([CH:13]=1)[C:10]([OH:12])=[O:11].C(N(CC)CC)C.II.Cl.S([O-])([O-])=O.[Na+].[Na+]. The catalyst is C(OCC)(=O)C.O1CCCC1.O. The product is [N:4]([C:5]1[CH:6]=[CH:7][C:8]([OH:14])=[C:9]([CH:13]=1)[C:10]([OH:12])=[O:11])=[C:1]=[S:3]. The yield is 1.00. (8) The product is [CH3:29][N:20]([C:14]1[CH:15]=[CH:16][CH:17]=[C:18]2[C:13]=1[NH:12][C:11]([C:9]1[S:10][C:6]([CH2:5][CH2:4][C:3]3[O:30][C:31](=[O:32])[NH:2][N:1]=3)=[CH:7][N:8]=1)=[CH:19]2)[S:21]([C:24]1[S:25][CH:26]=[CH:27][CH:28]=1)(=[O:23])=[O:22]. The reactants are [NH:1]([C:3](=[O:30])[CH2:4][CH2:5][C:6]1[S:10][C:9]([C:11]2[NH:12][C:13]3[C:18]([CH:19]=2)=[CH:17][CH:16]=[CH:15][C:14]=3[N:20]([CH3:29])[S:21]([C:24]2[S:25][CH:26]=[CH:27][CH:28]=2)(=[O:23])=[O:22])=[N:8][CH:7]=1)[NH2:2].[C:31](N1C=CN=C1)(N1C=CN=C1)=[O:32].CN(C)C(=O)C. The catalyst is O. The yield is 0.650.